This data is from Full USPTO retrosynthesis dataset with 1.9M reactions from patents (1976-2016). The task is: Predict the reactants needed to synthesize the given product. (1) Given the product [Cl:1][C:2]1[CH:3]=[C:4]([NH:8][C:9]2[N:14]=[C:13]([Cl:18])[CH:12]=[CH:11][N:10]=2)[CH:5]=[CH:6][CH:7]=1, predict the reactants needed to synthesize it. The reactants are: [Cl:1][C:2]1[CH:3]=[C:4]([NH:8][C:9]2[N:14]=[C:13](O)[CH:12]=[CH:11][N:10]=2)[CH:5]=[CH:6][CH:7]=1.P(Cl)(Cl)([Cl:18])=O. (2) Given the product [CH2:22]([C:17]1[S:9][C:7]([C:3]2[CH:2]=[N:1][CH:6]=[CH:5][CH:4]=2)=[N:8][C:18]=1[O:19][S:28]([C:27]([F:46])([F:45])[F:26])(=[O:30])=[O:29])[CH3:23], predict the reactants needed to synthesize it. The reactants are: [N:1]1[CH:6]=[CH:5][CH:4]=[C:3]([C:7](=[S:9])[NH2:8])[CH:2]=1.N1C=CC=CC=1.Br[CH:17]([CH2:22][CH3:23])[C:18](OC)=[O:19].[H-].[Na+].[F:26][C:27]([F:46])([F:45])[S:28](N([S:28]([C:27]([F:46])([F:45])[F:26])(=[O:30])=[O:29])C1C=CC=CC=1)(=[O:30])=[O:29]. (3) Given the product [Br:16][C:17]1[CH:23]=[CH:22][C:20]([NH:21][CH2:11][C:9]([C:4]2[CH:3]=[C:2]([Cl:1])[CH:7]=[C:6]([Cl:8])[CH:5]=2)([OH:10])[C:12]([F:15])([F:14])[F:13])=[CH:19][C:18]=1[Cl:24], predict the reactants needed to synthesize it. The reactants are: [Cl:1][C:2]1[CH:3]=[C:4]([C:9]2([C:12]([F:15])([F:14])[F:13])[CH2:11][O:10]2)[CH:5]=[C:6]([Cl:8])[CH:7]=1.[Br:16][C:17]1[CH:23]=[CH:22][C:20]([NH2:21])=[CH:19][C:18]=1[Cl:24]. (4) Given the product [F:1][C:2]1[C:3]([C:9]2[N:10]([CH:15]([CH3:17])[CH3:16])[C:11]([CH3:14])=[N:12][CH:13]=2)=[N:4][C:5]([NH:8][C:19]2[CH:29]=[CH:28][C:22]([C:23]([O:25][CH2:26][CH3:27])=[O:24])=[CH:21][CH:20]=2)=[N:6][CH:7]=1, predict the reactants needed to synthesize it. The reactants are: [F:1][C:2]1[C:3]([C:9]2[N:10]([CH:15]([CH3:17])[CH3:16])[C:11]([CH3:14])=[N:12][CH:13]=2)=[N:4][C:5]([NH2:8])=[N:6][CH:7]=1.I[C:19]1[CH:29]=[CH:28][C:22]([C:23]([O:25][CH2:26][CH3:27])=[O:24])=[CH:21][CH:20]=1.CC1(C)C2C(=C(P(C3C=CC=CC=3)C3C=CC=CC=3)C=CC=2)OC2C(P(C3C=CC=CC=3)C3C=CC=CC=3)=CC=CC1=2.C(=O)([O-])[O-].[Cs+].[Cs+]. (5) Given the product [CH2:18]([N:11]([N:12]1[CH2:17][CH2:16][O:15][CH2:14][CH2:13]1)[C:9](=[O:10])[C:8]1[CH:7]=[CH:6][C:5]([CH:4]=[N:3][CH2:27][C:28]2[CH:33]=[CH:32][CH:31]=[CH:30][CH:29]=2)=[CH:26][CH:25]=1)[C:19]1[CH:20]=[CH:21][CH:22]=[CH:23][CH:24]=1, predict the reactants needed to synthesize it. The reactants are: Cl.Cl.[NH2:3][CH2:4][C:5]1[CH:26]=[CH:25][C:8]([C:9]([N:11]([CH2:18][C:19]2[CH:24]=[CH:23][CH:22]=[CH:21][CH:20]=2)[N:12]2[CH2:17][CH2:16][O:15][CH2:14][CH2:13]2)=[O:10])=[CH:7][CH:6]=1.[CH:27](=O)[C:28]1[CH:33]=[CH:32][CH:31]=[CH:30][CH:29]=1.C(N(CC)CC)C.C([O-])(O)=O.[Na+]. (6) Given the product [CH3:2][O:1][C:3]1[CH:10]=[CH:9][CH:8]=[C:7]([O:11][CH3:12])[C:4]=1[CH2:5][O:6][C:32]1[CH:31]=[C:30]([CH2:34][C:35]([O:37][CH2:38][CH3:39])=[O:36])[CH:29]=[CH:28][CH:33]=1, predict the reactants needed to synthesize it. The reactants are: [O:1]([C:3]1[CH:10]=[CH:9][CH:8]=[C:7]([O:11][CH3:12])[C:4]=1[CH2:5][OH:6])[CH3:2].N(C(OC(C)C)=O)=NC(OC(C)C)=O.O[C:28]1[CH:29]=[C:30]([CH2:34][C:35]([O:37][CH2:38][CH3:39])=[O:36])[CH:31]=[CH:32][CH:33]=1.C1(P(C2C=CC=CC=2)C2C=CC=CC=2)C=CC=CC=1. (7) Given the product [C:35]([O:34][C:32]([N:30]1[CH2:31][C@@H:26]([N:25]([C:11]([C:9]2[N:8]([CH2:15][CH2:16][CH2:17][CH2:18][O:19][CH3:20])[C:7]3[CH:21]=[C:3]([O:2][CH3:1])[CH:4]=[CH:5][C:6]=3[N:10]=2)=[O:45])[CH2:24][CH:23]([CH3:43])[CH3:22])[CH2:27][C@@H:28]([C:39]([OH:41])=[O:40])[CH2:29]1)=[O:33])([CH3:38])([CH3:37])[CH3:36], predict the reactants needed to synthesize it. The reactants are: [CH3:1][O:2][C:3]1[CH:4]=[CH:5][C:6]2[N:10]=[C:9]([C:11](Cl)(Cl)Cl)[N:8]([CH2:15][CH2:16][CH2:17][CH2:18][O:19][CH3:20])[C:7]=2[CH:21]=1.[CH3:22][CH:23]([CH3:43])[CH2:24][NH:25][C@@H:26]1[CH2:31][N:30]([C:32]([O:34][C:35]([CH3:38])([CH3:37])[CH3:36])=[O:33])[CH2:29][C@H:28]([C:39]([O:41]C)=[O:40])[CH2:27]1.C(=O)([O-])[O-:45].[K+].[K+]. (8) Given the product [CH2:5]([N:7]([CH2:8][CH3:9])[C:10](=[O:11])[C:19]1[CH:18]=[CH:17][CH:16]=[CH:15][C:14]=1[CH2:13][OH:12])[CH3:6], predict the reactants needed to synthesize it. The reactants are: [Cl-].[Cl-].[Cl-].[Al+3].[CH2:5]([NH:7][CH2:8][CH3:9])[CH3:6].[C:10]1([C:19]2[C:14](=[CH:15][CH:16]=[CH:17][CH:18]=2)[CH2:13][O:12]1)=[O:11].O. (9) Given the product [CH2:1]([C:3]1[CH:4]=[C:5]([CH:9]=[CH:10][CH:11]=1)[C:6]([Cl:14])=[O:7])[CH3:2], predict the reactants needed to synthesize it. The reactants are: [CH2:1]([C:3]1[CH:4]=[C:5]([CH:9]=[CH:10][CH:11]=1)[C:6](O)=[O:7])[CH3:2].S(Cl)([Cl:14])=O. (10) Given the product [CH3:17][O:7][C:6](=[O:8])[C:5]1[CH:9]=[CH:10][CH:11]=[C:3]([C:1]2[N:2]=[N:12][NH:13][N:14]=2)[CH:4]=1, predict the reactants needed to synthesize it. The reactants are: [C:1]([C:3]1[CH:4]=[C:5]([CH:9]=[CH:10][CH:11]=1)[C:6]([OH:8])=[O:7])#[N:2].[N-:12]=[N+:13]=[N-:14].[Na+].Cl.[CH2:17](N(CC)CC)C.